This data is from Forward reaction prediction with 1.9M reactions from USPTO patents (1976-2016). The task is: Predict the product of the given reaction. Given the reactants Cl[CH2:2][C:3]1[N:7]([CH2:8][C@H:9]2[CH2:14][CH2:13][CH2:12][N:11]([C:15]([O:17][C:18]([CH3:21])([CH3:20])[CH3:19])=[O:16])[CH2:10]2)[C:6]2[CH:22]=[CH:23][CH:24]=[CH:25][C:5]=2[N:4]=1.[CH3:26][C:27]([Si:30]([CH3:46])([CH3:45])[O:31][CH2:32][CH2:33][NH:34][C@@H:35]1[C:44]2[N:43]=[CH:42][CH:41]=[CH:40][C:39]=2[CH2:38][CH2:37][CH2:36]1)([CH3:29])[CH3:28].CN(CC1N(C[C@@H]2CCCN(C(OC(C)(C)C)=O)C2)C2C=CC=CC=2N=1)[C@@H]1C2N=CC=CC=2CCC1, predict the reaction product. The product is: [CH3:29][C:27]([Si:30]([CH3:46])([CH3:45])[O:31][CH2:32][CH2:33][N:34]([CH2:2][C:3]1[N:7]([CH2:8][C@H:9]2[CH2:14][CH2:13][CH2:12][N:11]([C:15]([O:17][C:18]([CH3:21])([CH3:20])[CH3:19])=[O:16])[CH2:10]2)[C:6]2[CH:22]=[CH:23][CH:24]=[CH:25][C:5]=2[N:4]=1)[C@@H:35]1[C:44]2[N:43]=[CH:42][CH:41]=[CH:40][C:39]=2[CH2:38][CH2:37][CH2:36]1)([CH3:26])[CH3:28].